This data is from Catalyst prediction with 721,799 reactions and 888 catalyst types from USPTO. The task is: Predict which catalyst facilitates the given reaction. (1) Reactant: [NH2:1][C:2]1[S:3][C:4]([CH2:11][CH3:12])=[CH:5][C:6]=1[C:7]([O:9]C)=O.Cl[C:14](Cl)([O:16]C(=O)OC(Cl)(Cl)Cl)Cl.C(N(CC)CC)C.Cl.[CH3:33][O:34][C:35](=[O:38])[CH2:36][NH2:37]. Product: [CH2:11]([C:4]1[S:3][C:2]2[NH:1][C:14](=[O:16])[N:37]([CH2:36][C:35]([O:34][CH3:33])=[O:38])[C:7](=[O:9])[C:6]=2[CH:5]=1)[CH3:12]. The catalyst class is: 2. (2) Reactant: [CH3:1][C:2]1[CH:7]=[CH:6][C:5]([CH:8]2[CH2:13][NH:12][CH2:11][CH:10]([C:14]([O:16][CH3:17])=[O:15])[CH2:9]2)=[CH:4][C:3]=1[C:18]([F:21])([F:20])[F:19].C(N(CC)CC)C.Cl[C:30]([O:32][C:33]1[CH:38]=[CH:37][C:36]([N+:39]([O-:41])=[O:40])=[CH:35][CH:34]=1)=[O:31]. Product: [CH3:1][C:2]1[CH:7]=[CH:6][C:5]([CH:8]2[CH2:13][N:12]([C:30]([O:32][C:33]3[CH:34]=[CH:35][C:36]([N+:39]([O-:41])=[O:40])=[CH:37][CH:38]=3)=[O:31])[CH2:11][CH:10]([C:14]([O:16][CH3:17])=[O:15])[CH2:9]2)=[CH:4][C:3]=1[C:18]([F:19])([F:21])[F:20]. The catalyst class is: 4. (3) Reactant: C[Si]([N-][Si](C)(C)C)(C)C.[Li+].C[Si]([CH2:15][C:16]([O:18][CH3:19])=[O:17])(C)C.[O:20]1[CH:24]=[CH:23][N:22]=[C:21]1[C:25]([C:27]1[CH:32]=[CH:31][C:30]([O:33][CH:34]2[CH2:39][CH2:38][CH2:37][CH2:36][O:35]2)=[CH:29][CH:28]=1)=O. Product: [O:20]1[CH:24]=[CH:23][N:22]=[C:21]1[C:25]([C:27]1[CH:28]=[CH:29][C:30]([O:33][CH:34]2[CH2:39][CH2:38][CH2:37][CH2:36][O:35]2)=[CH:31][CH:32]=1)=[CH:15][C:16]([O:18][CH3:19])=[O:17]. The catalyst class is: 1. (4) Reactant: [CH3:1][C:2]1[C:3]([C@H:8]2[CH2:13][CH2:12][CH2:11][C@@H:10]([C:14]3[C:19]([CH3:20])=[CH:18][CH:17]=[CH:16][N:15]=3)[NH:9]2)=[N:4][CH:5]=[CH:6][CH:7]=1.[N:21]1[CH:26]=[CH:25][CH:24]=[C:23]([CH2:27][CH2:28]OS(C)(=O)=O)[CH:22]=1.CCN(C(C)C)C(C)C. Product: [CH3:1][C:2]1[C:3]([C@H:8]2[CH2:13][CH2:12][CH2:11][C@@H:10]([C:14]3[C:19]([CH3:20])=[CH:18][CH:17]=[CH:16][N:15]=3)[N:9]2[CH2:28][CH2:27][C:23]2[CH:22]=[N:21][CH:26]=[CH:25][CH:24]=2)=[N:4][CH:5]=[CH:6][CH:7]=1. The catalyst class is: 3. (5) Reactant: Br.Br.[CH3:3][C@@H:4]1[CH2:9][NH:8][C@H:7]([CH3:10])[CH2:6][NH:5]1.CCN(CC)CC.[CH3:18][C:19]([O:22][C:23](O[C:23]([O:22][C:19]([CH3:21])([CH3:20])[CH3:18])=[O:24])=[O:24])([CH3:21])[CH3:20]. Product: [C:19]([O:22][C:23]([N:5]1[CH2:6][C@@H:7]([CH3:10])[NH:8][CH2:9][C@H:4]1[CH3:3])=[O:24])([CH3:21])([CH3:20])[CH3:18]. The catalyst class is: 5. (6) Reactant: [F:1][C:2]1[C:7]2=[N:8][Se:9][N:10]=[C:6]2[C:5]([S:11](Cl)(=[O:13])=[O:12])=[CH:4][CH:3]=1.[CH2:15]([N:17]([CH2:21]C)[CH2:18][CH2:19][NH2:20])C.C(N(CC)CC)C. Product: [F:1][C:2]1[C:7]2=[N:8][Se:9][N:10]=[C:6]2[C:5]([S:11]([NH:20][CH2:19][CH2:18][N:17]([CH3:21])[CH3:15])(=[O:13])=[O:12])=[CH:4][CH:3]=1. The catalyst class is: 10.